Dataset: NCI-60 drug combinations with 297,098 pairs across 59 cell lines. Task: Regression. Given two drug SMILES strings and cell line genomic features, predict the synergy score measuring deviation from expected non-interaction effect. (1) Drug 1: C1CN1P(=S)(N2CC2)N3CC3. Drug 2: CN(C(=O)NC(C=O)C(C(C(CO)O)O)O)N=O. Cell line: NCI-H322M. Synergy scores: CSS=-8.95, Synergy_ZIP=4.47, Synergy_Bliss=0.723, Synergy_Loewe=-4.33, Synergy_HSA=-5.91. (2) Drug 1: C1CN1P(=S)(N2CC2)N3CC3. Drug 2: C1CN1C2=NC(=NC(=N2)N3CC3)N4CC4. Cell line: 786-0. Synergy scores: CSS=34.6, Synergy_ZIP=-0.699, Synergy_Bliss=5.15, Synergy_Loewe=-7.64, Synergy_HSA=5.07. (3) Drug 1: CC1=C(C(CCC1)(C)C)C=CC(=CC=CC(=CC(=O)O)C)C. Drug 2: C1CN(P(=O)(OC1)NCCCl)CCCl. Cell line: LOX IMVI. Synergy scores: CSS=-1.19, Synergy_ZIP=-3.18, Synergy_Bliss=-7.49, Synergy_Loewe=-6.10, Synergy_HSA=-6.13. (4) Drug 1: C1C(C(OC1N2C=C(C(=O)NC2=O)F)CO)O. Drug 2: CC1=C(N=C(N=C1N)C(CC(=O)N)NCC(C(=O)N)N)C(=O)NC(C(C2=CN=CN2)OC3C(C(C(C(O3)CO)O)O)OC4C(C(C(C(O4)CO)O)OC(=O)N)O)C(=O)NC(C)C(C(C)C(=O)NC(C(C)O)C(=O)NCCC5=NC(=CS5)C6=NC(=CS6)C(=O)NCCC[S+](C)C)O. Cell line: U251. Synergy scores: CSS=48.8, Synergy_ZIP=-5.39, Synergy_Bliss=-5.47, Synergy_Loewe=0.786, Synergy_HSA=2.72. (5) Drug 1: C1CN1P(=S)(N2CC2)N3CC3. Drug 2: CC1=C(C(=CC=C1)Cl)NC(=O)C2=CN=C(S2)NC3=CC(=NC(=N3)C)N4CCN(CC4)CCO. Cell line: SNB-19. Synergy scores: CSS=7.19, Synergy_ZIP=-2.88, Synergy_Bliss=2.34, Synergy_Loewe=0.730, Synergy_HSA=1.18. (6) Drug 1: CCC1=C2CN3C(=CC4=C(C3=O)COC(=O)C4(CC)O)C2=NC5=C1C=C(C=C5)O. Drug 2: C1CN(CCN1C(=O)CCBr)C(=O)CCBr. Cell line: NCI-H322M. Synergy scores: CSS=5.49, Synergy_ZIP=-1.20, Synergy_Bliss=-0.0364, Synergy_Loewe=3.67, Synergy_HSA=-1.72.